From a dataset of Peptide-MHC class I binding affinity with 185,985 pairs from IEDB/IMGT. Regression. Given a peptide amino acid sequence and an MHC pseudo amino acid sequence, predict their binding affinity value. This is MHC class I binding data. The peptide sequence is LYNIRNLHI. The MHC is HLA-A30:02 with pseudo-sequence HLA-A30:02. The binding affinity (normalized) is 0.